This data is from Full USPTO retrosynthesis dataset with 1.9M reactions from patents (1976-2016). The task is: Predict the reactants needed to synthesize the given product. (1) Given the product [Br:8][C:6]1[CH:5]=[CH:4][C:3]([OH:9])=[C:2]([NH:1][C:22](=[O:23])[C:21]2[CH:25]=[CH:26][C:18]([C:17]([F:16])([F:27])[F:28])=[CH:19][CH:20]=2)[CH:7]=1, predict the reactants needed to synthesize it. The reactants are: [NH2:1][C:2]1[CH:7]=[C:6]([Br:8])[CH:5]=[CH:4][C:3]=1[OH:9].N1C=CC=CC=1.[F:16][C:17]([F:28])([F:27])[C:18]1[CH:26]=[CH:25][C:21]([C:22](Cl)=[O:23])=[CH:20][CH:19]=1. (2) Given the product [Br:7][C:8]1[CH:13]=[CH:12][C:11]([C:14](=[O:20])[CH2:15][CH2:16][CH2:17][CH2:18][N:35]2[CH2:36][CH2:37][CH:32]([C:28]3[CH:27]=[C:26]([NH:25][C:23](=[O:24])[CH:22]([CH3:21])[CH3:38])[CH:31]=[CH:30][CH:29]=3)[CH2:33][CH2:34]2)=[CH:10][CH:9]=1, predict the reactants needed to synthesize it. The reactants are: C([O-])([O-])=O.[K+].[K+].[Br:7][C:8]1[CH:13]=[CH:12][C:11]([C:14](=[O:20])[CH2:15][CH2:16][CH2:17][CH2:18]Cl)=[CH:10][CH:9]=1.[CH3:21][CH:22]([CH3:38])[C:23]([NH:25][C:26]1[CH:31]=[CH:30][CH:29]=[C:28]([CH:32]2[CH2:37][CH2:36][NH:35][CH2:34][CH2:33]2)[CH:27]=1)=[O:24]. (3) Given the product [Cl:15][C:16]1[N:17]=[CH:18][C:19]([C:26]2[O:27][C:28]([NH:1][CH:2]3[CH2:3][CH2:4][N:5]([C:8]([O:10][C:11]([CH3:14])([CH3:13])[CH3:12])=[O:9])[CH2:6][CH2:7]3)=[N:29][N:30]=2)=[C:20]([NH:22][CH:23]([CH3:25])[CH3:24])[CH:21]=1, predict the reactants needed to synthesize it. The reactants are: [NH2:1][CH:2]1[CH2:7][CH2:6][N:5]([C:8]([O:10][C:11]([CH3:14])([CH3:13])[CH3:12])=[O:9])[CH2:4][CH2:3]1.[Cl:15][C:16]1[CH:21]=[C:20]([NH:22][CH:23]([CH3:25])[CH3:24])[C:19]([C:26]2[O:27][C:28](S(C)(=O)=O)=[N:29][N:30]=2)=[CH:18][N:17]=1.